From a dataset of Reaction yield outcomes from USPTO patents with 853,638 reactions. Predict the reaction yield, written as a fraction of the theoretical maximum amount of product (1.0 means a 100% yield; for example, 0.34 means a 34% yield). The yield is 0.120. The product is [C:1]([N:4]1[CH2:7][CH:6]([CH2:8][O:9][C:10]2[CH:11]=[CH:12][C:13]([C:16]3[CH:17]=[C:18]4[C:22](=[CH:23][C:24]=3[Cl:25])[NH:21][CH:20]=[C:19]4[C:26]([OH:34])=[O:27])=[CH:14][CH:15]=2)[CH2:5]1)(=[O:3])[CH3:2]. The catalyst is C(#N)C.C(O)(C)(C)C.O. The reactants are [C:1]([N:4]1[CH2:7][CH:6]([CH2:8][O:9][C:10]2[CH:15]=[CH:14][C:13]([C:16]3[CH:17]=[C:18]4[C:22](=[CH:23][C:24]=3[Cl:25])[NH:21][CH:20]=[C:19]4[CH:26]=[O:27])=[CH:12][CH:11]=2)[CH2:5]1)(=[O:3])[CH3:2].CC(=CC)C.Cl([O-])=[O:34].[Na+].O.OP([O-])(O)=O.[Na+].S([O-])([O-])=O.[Na+].[Na+].